From a dataset of Reaction yield outcomes from USPTO patents with 853,638 reactions. Predict the reaction yield, written as a fraction of the theoretical maximum amount of product (1.0 means a 100% yield; for example, 0.34 means a 34% yield). (1) The reactants are [Br:1][C:2]1[CH:7]=[CH:6][C:5]([NH:8][C:9]2[CH:18]=[C:17]([Cl:19])[CH:16]=[CH:15][C:10]=2[C:11](OC)=[O:12])=[C:4]([N+:20]([O-])=O)[CH:3]=1.O.O.Cl[Sn]Cl. The catalyst is Cl.CO. The product is [Br:1][C:2]1[CH:7]=[CH:6][C:5]2[NH:8][C:9]3[CH:18]=[C:17]([Cl:19])[CH:16]=[CH:15][C:10]=3[C:11](=[O:12])[NH:20][C:4]=2[CH:3]=1. The yield is 0.910. (2) The reactants are CC([O-])(C)C.[K+].[Si]([O:14][CH2:15][CH:16]([C:22]1[N:23]([C:31]([O:33]C(C)(C)C)=[O:32])[C:24]2[C:29]([CH:30]=1)=[CH:28][CH:27]=[CH:26][CH:25]=2)OS(C)(=O)=O)(C(C)(C)C)(C)C.[O:38]1[CH2:43][CH2:42][CH:41]([NH:44][C:45]2[N:50]=[C:49]([C:51]3[CH:56]=[CH:55][NH:54][C:53](=[O:57])[CH:52]=3)[CH:48]=[CH:47][N:46]=2)[CH2:40][CH2:39]1.O. The catalyst is [I-].C([N+](CCCC)(CCCC)CCCC)CCC.C1COCC1.C(Cl)Cl. The product is [CH:31]([OH:33])=[O:32].[OH:14][CH2:15][CH:16]([N:54]1[CH:55]=[CH:56][C:51]([C:49]2[CH:48]=[CH:47][N:46]=[C:45]([NH:44][CH:41]3[CH2:40][CH2:39][O:38][CH2:43][CH2:42]3)[N:50]=2)=[CH:52][C:53]1=[O:57])[C:22]1[NH:23][C:24]2[C:29]([CH:30]=1)=[CH:28][CH:27]=[CH:26][CH:25]=2. The yield is 0.0110. (3) The reactants are O.NN.C([O:7][C@H:8]1[C@H:12]([O:13][C:14](=[O:21])[C:15]2[CH:20]=[CH:19][CH:18]=[CH:17][CH:16]=2)[C@H:11]([CH2:22][O:23][C:24](=[O:31])[C:25]2[CH:30]=[CH:29][CH:28]=[CH:27][CH:26]=2)[O:10][C@@H:9]1[N:32]1[CH:39]=[CH:38][C:36](=[O:37])[NH:35][C:33]1=[O:34])(=O)C.CC(C)=O. The catalyst is N1C=CC=CC=1.C(O)(=O)C. The product is [C:14]([O:13][C@@H:12]1[C@H:11]([CH2:22][O:23][C:24](=[O:31])[C:25]2[CH:30]=[CH:29][CH:28]=[CH:27][CH:26]=2)[O:10][C@H:9]([N:32]2[CH:39]=[CH:38][C:36](=[O:37])[NH:35][C:33]2=[O:34])[C@H:8]1[OH:7])(=[O:21])[C:15]1[CH:20]=[CH:19][CH:18]=[CH:17][CH:16]=1. The yield is 0.680. (4) The reactants are CS(O[CH2:6][CH:7]1[CH2:11][O:10][C:9]2([C:20]3[CH:21]=[CH:22][CH:23]=[CH:24][C:19]=3[C:18]3[O:17][C:16]([CH3:26])([CH3:25])[CH2:15][CH2:14][C:13]=3[C:12]2=[O:27])[O:8]1)(=O)=O.[N-:28]=[N+:29]=[N-:30].[Na+]. The catalyst is CN(C=O)C.C(Cl)Cl. The product is [N:28]([CH2:6][CH:7]1[CH2:11][O:10][C:9]2([C:20]3[CH:21]=[CH:22][CH:23]=[CH:24][C:19]=3[C:18]3[O:17][C:16]([CH3:26])([CH3:25])[CH2:15][CH2:14][C:13]=3[C:12]2=[O:27])[O:8]1)=[N+:29]=[N-:30]. The yield is 0.150. (5) The reactants are [C:1](=[O:16])([O:4][C:5]1[CH:10]=[CH:9][C:8]([Br:11])=[CH:7][C:6]=1[C:12]([CH3:15])([CH3:14])[CH3:13])[O:2][CH3:3].[N+:17]([O-])([O-:19])=[O:18].[K+]. The catalyst is OS(O)(=O)=O. The product is [C:1](=[O:16])([O:4][C:5]1[CH:10]=[C:9]([N+:17]([O-:19])=[O:18])[C:8]([Br:11])=[CH:7][C:6]=1[C:12]([CH3:13])([CH3:15])[CH3:14])[O:2][CH3:3]. The yield is 0.600.